From a dataset of Forward reaction prediction with 1.9M reactions from USPTO patents (1976-2016). Predict the product of the given reaction. (1) The product is: [CH:11]([C:31]1[C:30]2[O:29][C:28](=[O:37])[C:27]3[CH2:40][N:23]([C:22]([O:21][CH2:18][CH:19]=[CH2:20])=[O:38])[CH2:24][CH2:25][C:26]=3[C:35]=2[CH:34]=[CH:33][C:32]=1[OH:36])=[O:12]. Given the reactants C1N2CN3CN(C2)CN1C3.[C:11](O)(C(F)(F)F)=[O:12].[CH2:18]([O:21][C:22](=[O:38])[NH:23][CH2:24][CH2:25][C:26]1[C:35]2[C:30](=[CH:31][C:32]([OH:36])=[CH:33][CH:34]=2)[O:29][C:28](=[O:37])[CH:27]=1)[CH:19]=[CH2:20].[N+3].[C:40](=O)([O-])N.C(=O)([O-])N.C(=O)([O-])N, predict the reaction product. (2) Given the reactants [CH:1]1([N:7]2[C:11]([C:12]3[CH:17]=[CH:16][CH:15]=[CH:14][CH:13]=3)=[C:10]([C:18](=[N:20][OH:21])[NH2:19])[CH:9]=[N:8]2)[CH2:6][CH2:5][CH2:4][CH2:3][CH2:2]1.[F:22][C:23]1[CH:32]=[CH:31][CH:30]=[CH:29][C:24]=1[C:25](OC)=O, predict the reaction product. The product is: [CH:1]1([N:7]2[C:11]([C:12]3[CH:17]=[CH:16][CH:15]=[CH:14][CH:13]=3)=[C:10]([C:18]3[N:19]=[C:25]([C:24]4[CH:29]=[CH:30][CH:31]=[CH:32][C:23]=4[F:22])[O:21][N:20]=3)[CH:9]=[N:8]2)[CH2:2][CH2:3][CH2:4][CH2:5][CH2:6]1.